Task: Predict the product of the given reaction.. Dataset: Forward reaction prediction with 1.9M reactions from USPTO patents (1976-2016) (1) Given the reactants [OH:1][C:2]1[CH:3]=[C:4]([CH2:8][N:9]2[CH2:14][CH2:13][CH:12]([NH:15]C(=O)OC(C)(C)C)[CH2:11][CH2:10]2)[CH:5]=[CH:6][CH:7]=1.[ClH:23].CO, predict the reaction product. The product is: [ClH:23].[ClH:23].[NH2:15][CH:12]1[CH2:11][CH2:10][N:9]([CH2:8][C:4]2[CH:3]=[C:2]([OH:1])[CH:7]=[CH:6][CH:5]=2)[CH2:14][CH2:13]1. (2) Given the reactants [N+:1]([C:4]1[CH:9]=[CH:8][C:7]([C:10]2[CH:15]=[CH:14][C:13]([O:16][CH:17]3[CH:22]4[CH2:23][CH2:24][N:19]([CH2:20][CH2:21]4)[CH2:18]3)=[CH:12][CH:11]=2)=[CH:6][CH:5]=1)([O-:3])=[O:2].[C:25]([OH:32])(=[O:31])/[CH:26]=[CH:27]/[C:28]([OH:30])=[O:29], predict the reaction product. The product is: [C:25]([OH:32])(=[O:31])/[CH:26]=[CH:27]/[C:28]([OH:30])=[O:29].[N+:1]([C:4]1[CH:9]=[CH:8][C:7]([C:10]2[CH:11]=[CH:12][C:13]([O:16][CH:17]3[CH:22]4[CH2:23][CH2:24][N:19]([CH2:20][CH2:21]4)[CH2:18]3)=[CH:14][CH:15]=2)=[CH:6][CH:5]=1)([O-:3])=[O:2].[N+:1]([C:4]1[CH:9]=[CH:8][C:7]([C:10]2[CH:11]=[CH:12][C:13]([O:16][CH:17]3[CH:22]4[CH2:23][CH2:24][N:19]([CH2:20][CH2:21]4)[CH2:18]3)=[CH:14][CH:15]=2)=[CH:6][CH:5]=1)([O-:3])=[O:2].